This data is from Reaction yield outcomes from USPTO patents with 853,638 reactions. The task is: Predict the reaction yield, written as a fraction of the theoretical maximum amount of product (1.0 means a 100% yield; for example, 0.34 means a 34% yield). (1) The reactants are [C:1]1([C:7]2[CH:8]=[CH:9][C:10](=[O:13])[NH:11][N:12]=2)[CH:6]=[CH:5][CH:4]=[CH:3][CH:2]=1.[Cl-].[NH4+:15]. The catalyst is C1(C)C=CC=CC=1. The product is [C:1]1([C:7]2[CH2:8][CH:9]([C:1]3[CH:6]=[CH:5][N:15]=[CH:3][CH:2]=3)[C:10](=[O:13])[NH:11][N:12]=2)[CH:2]=[CH:3][CH:4]=[CH:5][CH:6]=1. The yield is 0.500. (2) The reactants are [C:1]([O:4][CH:5]([CH3:9])[C:6]([OH:8])=O)(=[O:3])[CH3:2].[F:10][C:11]([F:33])([F:32])[O:12][C:13]1[CH:14]=[C:15]([C:19]2[C:23]3[CH:24]=[C:25]([C:28]([NH:30][NH2:31])=[O:29])[CH:26]=[CH:27][C:22]=3[O:21][CH:20]=2)[CH:16]=[CH:17][CH:18]=1. No catalyst specified. The product is [C:1]([O:4][CH:5]([CH3:9])[C:6](=[O:8])[NH:31][NH:30][C:28]([C:25]1[CH:26]=[CH:27][C:22]2[O:21][CH:20]=[C:19]([C:15]3[CH:16]=[CH:17][CH:18]=[C:13]([O:12][C:11]([F:10])([F:32])[F:33])[CH:14]=3)[C:23]=2[CH:24]=1)=[O:29])(=[O:3])[CH3:2]. The yield is 0.480. (3) The reactants are [CH3:1][O:2][C:3]1[C:12]([O:13][CH2:14][CH2:15][O:16][CH3:17])=[CH:11][CH:10]=[CH:9][C:4]=1[C:5](OC)=[O:6].[H-].[Al+3].[Li+].[H-].[H-].[H-].O1CCCC1. No catalyst specified. The product is [CH3:1][O:2][C:3]1[C:12]([O:13][CH2:14][CH2:15][O:16][CH3:17])=[CH:11][CH:10]=[CH:9][C:4]=1[CH2:5][OH:6]. The yield is 0.780. (4) The reactants are [N+:1]([O-:4])([OH:3])=[O:2].[OH:5][CH2:6][C:7]1[C:12]([OH:13])=[CH:11][CH:10]=[C:9]([CH3:14])[N:8]=1.[NH4+].[OH-]. The catalyst is OS(O)(=O)=O. The product is [CH3:14][C:9]1[N:8]=[C:7]([N+:1]([O-:4])=[O:2])[C:12]([OH:13])=[CH:11][CH:10]=1.[OH:5][CH2:6][C:7]1[C:12]([OH:13])=[C:11]([N+:1]([O-:3])=[O:2])[CH:10]=[C:9]([CH3:14])[N:8]=1. The yield is 0.295. (5) The reactants are [CH2:1]([N:8]1[CH:12]=[C:11]([C:13]2[NH:21][C:20]3[C:19](=[O:22])[N:18]([CH2:23][CH2:24][CH3:25])[C:17](Cl)=[N:16][C:15]=3[N:14]=2)[CH:10]=[N:9]1)[C:2]1[CH:7]=[CH:6][CH:5]=[CH:4][CH:3]=1.C(N(C(C)C)CC)(C)C.CNC.[CH3:39][OH:40]. The catalyst is C1COCC1. The product is [CH2:1]([N:8]1[CH:12]=[C:11]([C:13]2[NH:21][C:20]3[C:19](=[O:22])[N:18]([CH2:23][CH2:24][CH3:25])[C:17]([O:40][CH3:39])=[N:16][C:15]=3[N:14]=2)[CH:10]=[N:9]1)[C:2]1[CH:7]=[CH:6][CH:5]=[CH:4][CH:3]=1. The yield is 0.100. (6) The reactants are [OH-].[Na+].C([O:5][C:6]([C:8]1[CH:12]=[C:11]([CH2:13][CH:14]([C:16]2[CH:21]=[CH:20][CH:19]=[CH:18][CH:17]=2)[CH3:15])[NH:10][N:9]=1)=[O:7])C. The catalyst is CO. The product is [C:16]1([CH:14]([CH3:15])[CH2:13][C:11]2[NH:10][N:9]=[C:8]([C:6]([OH:7])=[O:5])[CH:12]=2)[CH:17]=[CH:18][CH:19]=[CH:20][CH:21]=1. The yield is 0.683. (7) The reactants are [C:1]1([CH3:9])[CH:6]=[CH:5][CH:4]=[CH:3][C:2]=1[Mg]Cl.[O:10]=[C:11]1[CH2:14][N:13]([C:15]([O:17][C:18]([CH3:21])([CH3:20])[CH3:19])=[O:16])[CH2:12]1.[Cl-].[NH4+]. The catalyst is C1COCC1. The product is [OH:10][C:11]1([C:2]2[CH:3]=[CH:4][CH:5]=[CH:6][C:1]=2[CH3:9])[CH2:14][N:13]([C:15]([O:17][C:18]([CH3:21])([CH3:20])[CH3:19])=[O:16])[CH2:12]1. The yield is 0.790. (8) The reactants are [CH3:1][N:2]1[CH:6]=[CH:5][CH:4]=[N:3]1.C([Li])CCC.[C:12]([Si:16]([CH3:26])([CH3:25])[O:17][C@@H:18]1[CH2:24][CH2:23][C@@H:22]2[C@@H:20]([O:21]2)[CH2:19]1)([CH3:15])([CH3:14])[CH3:13]. The catalyst is C1COCC1. The product is [Si:16]([O:17][C@H:18]1[CH2:19][C@H:20]([OH:21])[C@@H:22]([C:6]2[N:2]([CH3:1])[N:3]=[CH:4][CH:5]=2)[CH2:23][CH2:24]1)([C:12]([CH3:15])([CH3:14])[CH3:13])([CH3:26])[CH3:25]. The yield is 0.520. (9) The reactants are [F:1][C:2]1[CH:3]=[C:4]([C:10]2[CH:11]=[C:12]([C:17]([O:19][CH3:20])=[O:18])[C:13](=[O:16])[NH:14][N:15]=2)[CH:5]=[CH:6][C:7]=1[O:8][CH3:9].[F:21][C:22]1[CH:23]=[C:24]([CH:27]=[CH:28][C:29]=1[F:30])[CH2:25]Br. No catalyst specified. The product is [F:21][C:22]1[CH:23]=[C:24]([CH:27]=[CH:28][C:29]=1[F:30])[CH2:25][N:14]1[C:13](=[O:16])[C:12]([C:17]([O:19][CH3:20])=[O:18])=[CH:11][C:10]([C:4]2[CH:5]=[CH:6][C:7]([O:8][CH3:9])=[C:2]([F:1])[CH:3]=2)=[N:15]1. The yield is 0.921.